Dataset: Peptide-MHC class I binding affinity with 185,985 pairs from IEDB/IMGT. Task: Regression. Given a peptide amino acid sequence and an MHC pseudo amino acid sequence, predict their binding affinity value. This is MHC class I binding data. (1) The peptide sequence is MTQKARDAL. The MHC is HLA-B07:02 with pseudo-sequence HLA-B07:02. The binding affinity (normalized) is 0.698. (2) The peptide sequence is SMKGENVFI. The MHC is HLA-A30:01 with pseudo-sequence HLA-A30:01. The binding affinity (normalized) is 0.556. (3) The peptide sequence is TTTGIGYQPY. The MHC is HLA-A24:02 with pseudo-sequence HLA-A24:02. The binding affinity (normalized) is 0. (4) The peptide sequence is NLSGVNNLE. The MHC is HLA-A02:01 with pseudo-sequence HLA-A02:01. The binding affinity (normalized) is 0. (5) The peptide sequence is SSARYDVAL. The MHC is HLA-A03:01 with pseudo-sequence HLA-A03:01. The binding affinity (normalized) is 0.0847.